Dataset: Full USPTO retrosynthesis dataset with 1.9M reactions from patents (1976-2016). Task: Predict the reactants needed to synthesize the given product. (1) Given the product [C:36]([C:33]([CH3:35])([CH3:34])[C:29]1[CH:28]=[C:27]([CH:32]=[CH:31][CH:30]=1)[C:26]([NH:25][C:20]1[CH:21]=[CH:22][C:23]([CH3:24])=[C:18]([N:13]2[C:12](=[O:39])[C:11]3[C:16](=[CH:17][C:8]([C:42]4[CH:41]=[N:40][CH:45]=[CH:44][CH:43]=4)=[CH:9][CH:10]=3)[N:15]=[CH:14]2)[CH:19]=1)=[O:38])#[N:37], predict the reactants needed to synthesize it. The reactants are: C(=O)([O-])[O-].[Cs+].[Cs+].Br[C:8]1[CH:17]=[C:16]2[C:11]([C:12](=[O:39])[N:13]([C:18]3[CH:19]=[C:20]([NH:25][C:26](=[O:38])[C:27]4[CH:32]=[CH:31][CH:30]=[C:29]([C:33]([C:36]#[N:37])([CH3:35])[CH3:34])[CH:28]=4)[CH:21]=[CH:22][C:23]=3[CH3:24])[CH:14]=[N:15]2)=[CH:10][CH:9]=1.[N:40]1[CH:45]=[CH:44][CH:43]=[C:42](B(O)O)[CH:41]=1. (2) Given the product [CH3:25][O:26][C:27]1[CH:32]=[CH:31][N:30]=[C:29]([CH2:33][CH2:34][C:35]2[NH:44][C:38]3=[N:39][CH:40]=[C:41]([C:16]4[CH:17]=[CH:18][C:13]([S:10]([NH:9][C:4]5[CH:5]=[CH:6][CH:7]=[CH:8][C:3]=5[O:2][CH3:1])(=[O:12])=[O:11])=[CH:14][CH:15]=4)[CH:42]=[C:37]3[N:36]=2)[CH:28]=1, predict the reactants needed to synthesize it. The reactants are: [CH3:1][O:2][C:3]1[CH:8]=[CH:7][CH:6]=[CH:5][C:4]=1[NH:9][S:10]([C:13]1[CH:18]=[CH:17][C:16](Br)=[CH:15][CH:14]=1)(=[O:12])=[O:11].C([O-])(=O)C.[K+].[CH3:25][O:26][C:27]1[CH:32]=[CH:31][N:30]=[C:29]([CH2:33][CH2:34][C:35]2[NH:44][C:38]3=[N:39][CH:40]=[C:41](I)[CH:42]=[C:37]3[N:36]=2)[CH:28]=1.C(=O)([O-])[O-].[K+].[K+].[Cl-].[Li+]. (3) Given the product [CH2:13]([O:12][CH2:11][CH2:10][C:7]1[CH:8]=[CH:9][C:4]([Br:3])=[CH:5][CH:6]=1)[C:14]1[CH:19]=[CH:18][CH:17]=[CH:16][CH:15]=1, predict the reactants needed to synthesize it. The reactants are: [H-].[Na+].[Br:3][C:4]1[CH:9]=[CH:8][C:7]([CH2:10][CH2:11][OH:12])=[CH:6][CH:5]=1.[CH2:13](Br)[C:14]1[CH:19]=[CH:18][CH:17]=[CH:16][CH:15]=1.[Cl-].[NH4+].